From a dataset of Reaction yield outcomes from USPTO patents with 853,638 reactions. Predict the reaction yield, written as a fraction of the theoretical maximum amount of product (1.0 means a 100% yield; for example, 0.34 means a 34% yield). (1) The reactants are [Br:1][C:2]1[C:3]([CH3:14])=[CH:4][C:5]2[O:9][C:8](C(O)=O)=[CH:7][C:6]=2[CH:13]=1.[B-](F)(F)(F)[F:16].[B-](F)(F)(F)F.C1[N+]2(CCl)CC[N+](F)(CC2)C1.C(=O)(O)[O-].[Na+]. The catalyst is O.CC(=O)OCC. The product is [Br:1][C:2]1[C:3]([CH3:14])=[CH:4][C:5]2[O:9][C:8]([F:16])=[CH:7][C:6]=2[CH:13]=1. The yield is 0.361. (2) The reactants are C(O/[C:4](/[CH2:14][CH3:15])=[C:5](/[C:8]1[CH:13]=[CH:12][CH:11]=[CH:10][N:9]=1)\[C:6]#[N:7])C.O.[NH2:17][NH2:18]. The catalyst is C(O)C. The product is [CH2:14]([C:4]1[C:5]([C:8]2[CH:13]=[CH:12][CH:11]=[CH:10][N:9]=2)=[C:6]([NH2:7])[NH:18][N:17]=1)[CH3:15]. The yield is 0.570. (3) The reactants are [CH:1]1[CH:6]=[CH:5][C:4]([CH2:7][O:8][C:9]([NH:11][CH2:12][C:13]([OH:15])=O)=[O:10])=[CH:3][CH:2]=1.ON1C2C=CC=CC=2N=N1.CCN=C=NCCCN(C)C.Cl.[C:38]([O:42][C:43]([N:45]1[CH2:50][CH2:49][CH:48]([CH2:51][NH2:52])[CH2:47][CH2:46]1)=[O:44])([CH3:41])([CH3:40])[CH3:39]. The catalyst is CN(C)C=O. The product is [C:38]([O:42][C:43]([N:45]1[CH2:50][CH2:49][CH:48]([CH2:51][NH:52][C:13](=[O:15])[CH2:12][NH:11][C:9]([O:8][CH2:7][C:4]2[CH:3]=[CH:2][CH:1]=[CH:6][CH:5]=2)=[O:10])[CH2:47][CH2:46]1)=[O:44])([CH3:41])([CH3:40])[CH3:39]. The yield is 0.945. (4) The reactants are Cl[C:2]1[N:11]=[C:10]([N:12]([C:14]2[CH:19]=[CH:18][C:17]([O:20][CH3:21])=[CH:16][CH:15]=2)[CH3:13])[C:9]2[C:4](=[CH:5][CH:6]=[C:7]([O:22][CH3:23])[CH:8]=2)[N:3]=1.Cl.[CH3:25][NH2:26].C(=O)([O-])[O-].[K+].[K+]. The catalyst is CC(O)C. The product is [CH3:23][O:22][C:7]1[CH:8]=[C:9]2[C:4](=[CH:5][CH:6]=1)[N:3]=[C:2]([NH:26][CH3:25])[N:11]=[C:10]2[N:12]([C:14]1[CH:19]=[CH:18][C:17]([O:20][CH3:21])=[CH:16][CH:15]=1)[CH3:13]. The yield is 0.320. (5) The reactants are [NH:1]1[C:9]2[C:4](=[CH:5][CH:6]=[CH:7][CH:8]=2)[C:3]2([C:13]3=[CH:14][C:15]4[O:19][CH2:18][O:17][C:16]=4[CH:20]=[C:12]3[O:11][CH2:10]2)[C:2]1=[O:21].[Br:22][C:23]1[CH:30]=[CH:29][C:26]([CH2:27]Br)=[CH:25][CH:24]=1.C(=O)([O-])[O-].[Cs+].[Cs+]. The catalyst is CC(=O)CC.C(OCC)(=O)C. The product is [Br:22][C:23]1[CH:30]=[CH:29][C:26]([CH2:27][N:1]2[C:9]3[C:4](=[CH:5][CH:6]=[CH:7][CH:8]=3)[C:3]3([C:13]4=[CH:14][C:15]5[O:19][CH2:18][O:17][C:16]=5[CH:20]=[C:12]4[O:11][CH2:10]3)[C:2]2=[O:21])=[CH:25][CH:24]=1. The yield is 0.840. (6) The reactants are [Cl:1][C:2]1[CH:7]=[CH:6][C:5]([C:8]2[NH:9][C:10]3[N:11]([N:15]=[C:16]([O:21][CH3:22])[C:17]=3[C:18]([NH2:20])=[O:19])[C:12](=[O:14])[CH:13]=2)=[CH:4][CH:3]=1.[CH3:23][C:24]([N:26]([CH3:28])[CH3:27])=O.[CH3:23][C:24]([N:26]([CH3:28])[CH3:27])=O. The catalyst is CN(C=O)C. The product is [Cl:1][C:2]1[CH:7]=[CH:6][C:5]([C:8]2[NH:9][C:10]3[N:11]([N:15]=[C:16]([O:21][CH3:22])[C:17]=3[C:18](/[N:20]=[C:24](/[N:26]([CH3:28])[CH3:27])\[CH3:23])=[O:19])[C:12](=[O:14])[CH:13]=2)=[CH:4][CH:3]=1. The yield is 0.430.